This data is from Forward reaction prediction with 1.9M reactions from USPTO patents (1976-2016). The task is: Predict the product of the given reaction. Given the reactants [Br:1][C:2]1[CH:7]=[C:6]([O:8][CH3:9])[CH:5]=[C:4]([O:10][CH3:11])[CH:3]=1.O=P(Cl)(Cl)Cl.CN([CH:20]=[O:21])C, predict the reaction product. The product is: [Br:1][C:2]1[CH:3]=[C:4]([O:10][CH3:11])[CH:5]=[C:6]([O:8][CH3:9])[C:7]=1[CH:20]=[O:21].